From a dataset of Reaction yield outcomes from USPTO patents with 853,638 reactions. Predict the reaction yield, written as a fraction of the theoretical maximum amount of product (1.0 means a 100% yield; for example, 0.34 means a 34% yield). (1) The reactants are Cl[C:2]1[N:10]=[C:9]2[C:5]([NH:6][CH:7]=[N:8]2)=[C:4]([NH2:11])[N:3]=1.CC([O-])(C)C.[K+].[CH2:18]([OH:22])[CH2:19][CH2:20][CH3:21]. No catalyst specified. The product is [CH2:18]([O:22][C:2]1[N:10]=[C:9]2[C:5]([N:6]=[CH:7][NH:8]2)=[C:4]([NH2:11])[N:3]=1)[CH2:19][CH2:20][CH3:21]. The yield is 0.700. (2) The reactants are [Cl:1][C:2]1[CH:7]=[CH:6][CH:5]=[CH:4][C:3]=1[S:8]([N:11]1[CH2:16][CH2:15][N:14]([C:17]2([C:21](OCC)=[O:22])[CH2:20][CH2:19][CH2:18]2)[CH2:13][CH2:12]1)(=[O:10])=[O:9].[H-].[Al+3].[Li+].[H-].[H-].[H-]. The catalyst is C1COCC1. The product is [Cl:1][C:2]1[CH:7]=[CH:6][CH:5]=[CH:4][C:3]=1[S:8]([N:11]1[CH2:12][CH2:13][N:14]([C:17]2([CH2:21][OH:22])[CH2:20][CH2:19][CH2:18]2)[CH2:15][CH2:16]1)(=[O:9])=[O:10]. The yield is 0.0800. (3) The catalyst is C1COCC1.[Cl-].[Cl-].[Zn+2].C(OCC)C.CO. The yield is 0.940. The reactants are [N+:1]([C:4]1[C:5]([CH:14]=O)=[CH:6][C:7]2[C:12]([CH:13]=1)=[CH:11][CH:10]=[CH:9][CH:8]=2)([O-])=O.[C:16]([CH2:20][C:21]([O:23]C)=[O:22])(=O)[CH2:17][CH3:18].Cl[Sn]Cl.C([O-])([O-])=O.[K+].[K+].[Li+].[OH-]. The product is [CH2:17]([C:16]1[C:20]([C:21]([OH:23])=[O:22])=[CH:14][C:5]2[C:4](=[CH:13][C:12]3[CH:11]=[CH:10][CH:9]=[CH:8][C:7]=3[CH:6]=2)[N:1]=1)[CH3:18]. (4) The reactants are C([N:8]1[CH:13]2[CH2:14][CH2:15][CH:9]1[CH2:10][CH:11]([NH2:16])[CH2:12]2)C1C=CC=CC=1.[C:17]([O:21][C:22](O[C:22]([O:21][C:17]([CH3:20])([CH3:19])[CH3:18])=[O:23])=[O:23])([CH3:20])([CH3:19])[CH3:18].ClCCl.CCN(C(C)C)C(C)C. The catalyst is CN(C1C=CN=CC=1)C.C(O)C.C(O)(=O)C.[Pd]. The product is [CH:9]12[NH:8][CH:13]([CH2:14][CH2:15]1)[CH2:12][CH:11]([NH:16][C:22](=[O:23])[O:21][C:17]([CH3:20])([CH3:19])[CH3:18])[CH2:10]2. The yield is 0.770. (5) The reactants are [NH2:1][C:2]1[S:6][C:5]([CH2:7][C:8]([O:10][CH2:11][CH2:12][CH2:13][CH3:14])=[O:9])=[C:4]([CH3:15])[C:3]=1[C:16]([O:18]CC)=O.[Cl:21][C:22]1[CH:23]=[C:24]([CH2:29][C:30]#[N:31])[CH:25]=[CH:26][C:27]=1[Cl:28]. The catalyst is Cl.O1CCOCC1. The product is [Cl:21][C:22]1[CH:23]=[C:24]([CH:25]=[CH:26][C:27]=1[Cl:28])[CH2:29][C:30]1[NH:31][C:16](=[O:18])[C:3]2[C:4]([CH3:15])=[C:5]([CH2:7][C:8]([O:10][CH2:11][CH2:12][CH2:13][CH3:14])=[O:9])[S:6][C:2]=2[N:1]=1. The yield is 0.380. (6) The reactants are [Br:1]Br.[CH3:3][N:4]1[CH2:9][CH2:8][C:7](=[C:10]2[C:19]3[CH:20]=[CH:21][CH:22]=[CH:23][C:18]=3[CH2:17][CH2:16][C:15]3[CH:14]=[CH:13][S:12][C:11]2=3)[CH2:6][CH2:5]1.C(=O)(O)[O-].[Na+]. The catalyst is C(Cl)(Cl)Cl. The product is [BrH:1].[Br:1][C:13]1[S:12][C:11]2[C:10](=[C:7]3[CH2:8][CH2:9][N:4]([CH3:3])[CH2:5][CH2:6]3)[C:19]3[CH:20]=[CH:21][CH:22]=[CH:23][C:18]=3[CH2:17][CH2:16][C:15]=2[CH:14]=1. The yield is 1.00.